The task is: Regression. Given two drug SMILES strings and cell line genomic features, predict the synergy score measuring deviation from expected non-interaction effect.. This data is from NCI-60 drug combinations with 297,098 pairs across 59 cell lines. (1) Drug 1: C1=CC(=CC=C1CCCC(=O)O)N(CCCl)CCCl. Drug 2: CC1=C2C(C(=O)C3(C(CC4C(C3C(C(C2(C)C)(CC1OC(=O)C(C(C5=CC=CC=C5)NC(=O)C6=CC=CC=C6)O)O)OC(=O)C7=CC=CC=C7)(CO4)OC(=O)C)O)C)OC(=O)C. Cell line: UACC62. Synergy scores: CSS=38.7, Synergy_ZIP=-16.0, Synergy_Bliss=-12.3, Synergy_Loewe=-22.1, Synergy_HSA=-6.57. (2) Cell line: HL-60(TB). Synergy scores: CSS=74.8, Synergy_ZIP=1.87, Synergy_Bliss=1.27, Synergy_Loewe=-24.9, Synergy_HSA=-0.120. Drug 2: CC1=C(C=C(C=C1)NC(=O)C2=CC=C(C=C2)CN3CCN(CC3)C)NC4=NC=CC(=N4)C5=CN=CC=C5. Drug 1: C1=CN(C(=O)N=C1N)C2C(C(C(O2)CO)O)O.Cl. (3) Drug 1: C1=CC=C(C(=C1)C(C2=CC=C(C=C2)Cl)C(Cl)Cl)Cl. Drug 2: C1CN(P(=O)(OC1)NCCCl)CCCl. Cell line: UO-31. Synergy scores: CSS=-2.27, Synergy_ZIP=0.399, Synergy_Bliss=-1.36, Synergy_Loewe=-1.01, Synergy_HSA=-1.94. (4) Drug 1: C1C(C(OC1N2C=C(C(=O)NC2=O)F)CO)O. Drug 2: CS(=O)(=O)CCNCC1=CC=C(O1)C2=CC3=C(C=C2)N=CN=C3NC4=CC(=C(C=C4)OCC5=CC(=CC=C5)F)Cl. Cell line: TK-10. Synergy scores: CSS=20.5, Synergy_ZIP=-10.7, Synergy_Bliss=-2.67, Synergy_Loewe=-6.92, Synergy_HSA=-1.13. (5) Drug 1: CN1CCC(CC1)COC2=C(C=C3C(=C2)N=CN=C3NC4=C(C=C(C=C4)Br)F)OC. Drug 2: C1=NC2=C(N1)C(=S)N=CN2. Cell line: OVCAR-5. Synergy scores: CSS=17.8, Synergy_ZIP=-10.8, Synergy_Bliss=-10.0, Synergy_Loewe=-10.1, Synergy_HSA=-8.04. (6) Drug 1: CS(=O)(=O)CCNCC1=CC=C(O1)C2=CC3=C(C=C2)N=CN=C3NC4=CC(=C(C=C4)OCC5=CC(=CC=C5)F)Cl. Synergy scores: CSS=12.2, Synergy_ZIP=-1.59, Synergy_Bliss=2.31, Synergy_Loewe=3.55, Synergy_HSA=3.56. Cell line: MALME-3M. Drug 2: C1CN(CCN1C(=O)CCBr)C(=O)CCBr. (7) Drug 1: C1C(C(OC1N2C=NC3=C2NC=NCC3O)CO)O. Drug 2: CC12CCC3C(C1CCC2OP(=O)(O)O)CCC4=C3C=CC(=C4)OC(=O)N(CCCl)CCCl.[Na+]. Cell line: SK-OV-3. Synergy scores: CSS=3.48, Synergy_ZIP=-0.0409, Synergy_Bliss=1.18, Synergy_Loewe=-4.30, Synergy_HSA=-2.61.